This data is from Catalyst prediction with 721,799 reactions and 888 catalyst types from USPTO. The task is: Predict which catalyst facilitates the given reaction. Reactant: [NH2:1][CH2:2][C:3]1[C:4]([Cl:14])=[C:5]([CH:10]=[CH:11][C:12]=1[F:13])[C:6]([O:8][CH3:9])=[O:7].CCN(C(C)C)C(C)C.[C:24](Cl)(=[O:29])[C:25]([CH3:28])([CH3:27])[CH3:26]. Product: [Cl:14][C:4]1[C:3]([CH2:2][NH:1][C:24](=[O:29])[C:25]([CH3:28])([CH3:27])[CH3:26])=[C:12]([F:13])[CH:11]=[CH:10][C:5]=1[C:6]([O:8][CH3:9])=[O:7]. The catalyst class is: 2.